Dataset: Full USPTO retrosynthesis dataset with 1.9M reactions from patents (1976-2016). Task: Predict the reactants needed to synthesize the given product. (1) Given the product [C:1]([O:4][C@@H:5]1[C@@H:10]([O:11][C:12](=[O:14])[CH3:13])[C@H:9]([O:15][C:16](=[O:18])[CH3:17])[C@@H:8]([CH2:19][O:20][C:21](=[O:23])[CH3:22])[O:7][C@H:6]1[C:24]1[CH:29]=[CH:28][C:27]([Cl:30])=[C:26]([CH2:31][C:32]2[S:33][C:34]([C:49]3[N:50]=[N:51][N:47]([CH2:46][O:45][CH2:38][C:39]4[CH:44]=[CH:43][CH:42]=[CH:41][CH:40]=4)[N:48]=3)=[CH:35][CH:36]=2)[CH:25]=1)(=[O:3])[CH3:2], predict the reactants needed to synthesize it. The reactants are: [C:1]([O:4][C@@H:5]1[C@@H:10]([O:11][C:12](=[O:14])[CH3:13])[C@H:9]([O:15][C:16](=[O:18])[CH3:17])[C@@H:8]([CH2:19][O:20][C:21](=[O:23])[CH3:22])[O:7][C@H:6]1[C:24]1[CH:29]=[CH:28][C:27]([Cl:30])=[C:26]([CH2:31][C:32]2[S:33][C:34](Br)=[CH:35][CH:36]=2)[CH:25]=1)(=[O:3])[CH3:2].[CH2:38]([O:45][CH2:46][N:47]1[N:51]=[N:50][C:49]([Sn](CCCC)(CCCC)CCCC)=[N:48]1)[C:39]1[CH:44]=[CH:43][CH:42]=[CH:41][CH:40]=1. (2) The reactants are: C[O:2][C:3]([C:5]1[CH:10]=[CH:9][CH:8]=[C:7]([S:11][CH:12]([CH3:14])[CH3:13])[N:6]=1)=O.[Li+].[BH4-].O. Given the product [CH:12]([S:11][C:7]1[N:6]=[C:5]([CH2:3][OH:2])[CH:10]=[CH:9][CH:8]=1)([CH3:14])[CH3:13], predict the reactants needed to synthesize it.